From a dataset of Forward reaction prediction with 1.9M reactions from USPTO patents (1976-2016). Predict the product of the given reaction. (1) Given the reactants [OH:1][CH2:2][C:3]1[S:7][C:6]([CH:8]([C:18]([NH:20][C:21]2[CH:22]=[C:23]3[C:28](=[CH:29][CH:30]=2)[CH:27]=[N:26][CH:25]=[CH:24]3)=[O:19])[CH2:9][NH:10]C(=O)OC(C)(C)C)=[CH:5][CH:4]=1.C(Cl)[Cl:32], predict the reaction product. The product is: [ClH:32].[ClH:32].[NH2:10][CH2:9][CH:8]([C:6]1[S:7][C:3]([CH2:2][OH:1])=[CH:4][CH:5]=1)[C:18]([NH:20][C:21]1[CH:22]=[C:23]2[C:28](=[CH:29][CH:30]=1)[CH:27]=[N:26][CH:25]=[CH:24]2)=[O:19]. (2) Given the reactants [O-]P([O-])([O-])=O.[K+].[K+].[K+].[CH:9]1([NH2:15])[CH2:14][CH2:13][CH2:12][CH2:11][CH2:10]1.C(O)CO.I[C:21]1[CH:26]=[CH:25][C:24]([O:27][CH3:28])=[CH:23][CH:22]=1.N, predict the reaction product. The product is: [CH3:28][O:27][C:24]1[CH:25]=[CH:26][C:21]([NH:15][CH:9]2[CH2:14][CH2:13][CH2:12][CH2:11][CH2:10]2)=[CH:22][CH:23]=1.